Dataset: Full USPTO retrosynthesis dataset with 1.9M reactions from patents (1976-2016). Task: Predict the reactants needed to synthesize the given product. (1) Given the product [C:1]([O:9][CH2:10][C:11]1[C:15]([B:50]2[O:51][C:52]([CH3:54])([CH3:53])[C:48]([CH3:55])([CH3:47])[O:49]2)=[C:14]([CH3:17])[O:13][N:12]=1)(=[O:8])[C:2]1[CH:7]=[CH:6][CH:5]=[CH:4][CH:3]=1, predict the reactants needed to synthesize it. The reactants are: [C:1]([O:9][CH2:10][C:11]1[C:15](Br)=[C:14]([CH3:17])[O:13][N:12]=1)(=[O:8])[C:2]1[CH:7]=[CH:6][CH:5]=[CH:4][CH:3]=1.COC1C=CC=C(OC)C=1C1C=CC=CC=1P(C1CCCCC1)C1CCCCC1.[CH3:47][C:48]1([CH3:55])[C:52]([CH3:54])([CH3:53])[O:51][BH:50][O:49]1.CCN(CC)CC. (2) Given the product [CH3:10][N:9]1[C:7]([C:6]2[CH:11]=[CH:12][C:3]([CH2:2][Cl:1])=[CH:4][CH:5]=2)=[N:19][N:18]=[N:17]1, predict the reactants needed to synthesize it. The reactants are: [Cl:1][CH2:2][C:3]1[CH:12]=[CH:11][C:6]([C:7]([NH:9][CH3:10])=O)=[CH:5][CH:4]=1.S(Cl)(Cl)=O.[N-:17]=[N+:18]=[N-:19].[Na+].Cl[Si](C)(C)C.